From a dataset of Peptide-MHC class I binding affinity with 185,985 pairs from IEDB/IMGT. Regression. Given a peptide amino acid sequence and an MHC pseudo amino acid sequence, predict their binding affinity value. This is MHC class I binding data. The peptide sequence is AINIALIAV. The MHC is HLA-A02:01 with pseudo-sequence HLA-A02:01. The binding affinity (normalized) is 0.272.